This data is from Reaction yield outcomes from USPTO patents with 853,638 reactions. The task is: Predict the reaction yield, written as a fraction of the theoretical maximum amount of product (1.0 means a 100% yield; for example, 0.34 means a 34% yield). (1) The reactants are C[O:2][C:3]([C:5]1[C:10]([CH:11]=[CH2:12])=[C:9]([NH2:13])[N:8]=[C:7]([C:14]2[CH:19]=[CH:18][C:17]([Cl:20])=[C:16]([O:21][CH3:22])[C:15]=2[F:23])[N:6]=1)=[O:4].[OH-].[Na+].Cl. The product is [NH2:13][C:9]1[N:8]=[C:7]([C:14]2[CH:19]=[CH:18][C:17]([Cl:20])=[C:16]([O:21][CH3:22])[C:15]=2[F:23])[N:6]=[C:5]([C:3]([OH:4])=[O:2])[C:10]=1[CH:11]=[CH2:12]. The yield is 0.710. The catalyst is CO. (2) The reactants are [F:1][C:2]1[C:3]([C:16]2[CH:21]=[CH:20][CH:19]=[CH:18][CH:17]=2)=[C:4]([NH:8]C(=O)OC(C)(C)C)[CH:5]=[N:6][CH:7]=1.C(O)(C(F)(F)F)=O. The catalyst is C(Cl)Cl. The product is [F:1][C:2]1[C:3]([C:16]2[CH:21]=[CH:20][CH:19]=[CH:18][CH:17]=2)=[C:4]([NH2:8])[CH:5]=[N:6][CH:7]=1. The yield is 1.00. (3) The reactants are [CH:1]([OH:3])=O.C1N=CN(C(N2C=NC=C2)=O)C=1.[CH2:16]([O:23][NH2:24])[C:17]1[CH:22]=[CH:21][CH:20]=[CH:19][CH:18]=1.Cl. The catalyst is C(Cl)Cl. The product is [CH2:16]([O:23][NH:24][CH:1]=[O:3])[C:17]1[CH:22]=[CH:21][CH:20]=[CH:19][CH:18]=1. The yield is 0.660. (4) The reactants are [NH2:1][C:2]1[N:7]=[CH:6][N:5]=[C:4]([NH:8][C@H:9]([C:11]2[N:16]([C:17]3[CH:22]=[CH:21][CH:20]=[CH:19][CH:18]=3)[C:15](=[O:23])[C:14]3=[C:24]([CH3:27])[CH:25]=[CH:26][N:13]3[N:12]=2)[CH3:10])[C:3]=1I.CC1(C)C(C)(C)OB([C:37]2[CH:38]=[N:39][N:40]([CH2:42][CH2:43][OH:44])[CH:41]=2)O1.C(=O)([O-])[O-].[Na+].[Na+]. No catalyst specified. The product is [NH2:1][C:2]1[N:7]=[CH:6][N:5]=[C:4]([NH:8][C@H:9]([C:11]2[N:16]([C:17]3[CH:22]=[CH:21][CH:20]=[CH:19][CH:18]=3)[C:15](=[O:23])[C:14]3=[C:24]([CH3:27])[CH:25]=[CH:26][N:13]3[N:12]=2)[CH3:10])[C:3]=1[C:37]1[CH:38]=[N:39][N:40]([CH2:42][CH2:43][OH:44])[CH:41]=1. The yield is 0.0800. (5) The yield is 0.480. The reactants are [CH3:1][C:2]1[CH:31]=[CH:30][C:5]([C:6]([NH:8][C:9]2[C:22]3[C:21](=[O:23])[C:20]4[C:15](=[CH:16][CH:17]=[CH:18][CH:19]=4)[C:14](=[O:24])[C:13]=3[CH:12]=[CH:11][C:10]=2[NH:25][C:26](=[O:29])[CH2:27]Cl)=[O:7])=[CH:4][CH:3]=1.CCN(C(C)C)C(C)C.[N:41]1([CH2:47][CH2:48][OH:49])[CH2:46][CH2:45][NH:44][CH2:43][CH2:42]1. The catalyst is O1CCCC1. The product is [CH3:1][C:2]1[CH:31]=[CH:30][C:5]([C:6]([NH:8][C:9]2[C:22]3[C:21](=[O:23])[C:20]4[C:15](=[CH:16][CH:17]=[CH:18][CH:19]=4)[C:14](=[O:24])[C:13]=3[CH:12]=[CH:11][C:10]=2[NH:25][C:26](=[O:29])[CH2:27][N:44]2[CH2:45][CH2:46][N:41]([CH2:47][CH2:48][OH:49])[CH2:42][CH2:43]2)=[O:7])=[CH:4][CH:3]=1. (6) The reactants are O.[NH2:2][NH2:3].[Cl:4][C:5]1[CH:10]=[CH:9][C:8]([C:11](=O)[C:12]#[C:13][C:14]2[S:15][CH:16]=[CH:17][CH:18]=2)=[CH:7][CH:6]=1. The catalyst is C(O)C.C1(C)C=CC(S([O-])(=O)=O)=CC=1.[NH+]1C=CC=CC=1. The product is [Cl:4][C:5]1[CH:10]=[CH:9][C:8]([C:11]2[CH:12]=[C:13]([C:14]3[S:15][CH:16]=[CH:17][CH:18]=3)[NH:3][N:2]=2)=[CH:7][CH:6]=1. The yield is 0.800.